From a dataset of Full USPTO retrosynthesis dataset with 1.9M reactions from patents (1976-2016). Predict the reactants needed to synthesize the given product. (1) Given the product [C:14](=[O:15])([O:1][CH2:2][CH2:3][C:4](=[O:6])[CH3:5])[O:16][CH2:17][CH3:18], predict the reactants needed to synthesize it. The reactants are: [OH:1][CH2:2][CH2:3][C:4](=[O:6])[CH3:5].N1C=CC=CC=1.Cl[C:14]([O:16][CH2:17][CH3:18])=[O:15]. (2) Given the product [CH2:1]([O:3][C:4]([C:6]1[C:14]2[C:13]3[N:28]=[C:24]([CH2:25][CH3:26])[S:27][C:12]=3[CH2:11][CH2:10][C:9]=2[NH:8][CH:7]=1)=[O:5])[CH3:2], predict the reactants needed to synthesize it. The reactants are: [CH2:1]([O:3][C:4]([C:6]1[C:14]2[C:13](=O)[CH:12](Br)[CH2:11][CH2:10][C:9]=2[N:8](C(OC(C)(C)C)=O)[CH:7]=1)=[O:5])[CH3:2].[C:24]([NH2:28])(=[S:27])[CH2:25][CH3:26]. (3) The reactants are: [Cl:1][C:2]1[CH:25]=[CH:24][C:5]([CH2:6][CH2:7][O:8][C:9]2[N:14]=[N:13][C:12]([C:15]3[CH:16]=[C:17]([CH:21]=[CH:22][CH:23]=3)[C:18](O)=[O:19])=[CH:11][CH:10]=2)=[CH:4][CH:3]=1.[F:26][C:27]1[CH:32]=[CH:31][C:30]([S:33]([NH2:36])(=[O:35])=[O:34])=[CH:29][CH:28]=1. Given the product [Cl:1][C:2]1[CH:3]=[CH:4][C:5]([CH2:6][CH2:7][O:8][C:9]2[N:14]=[N:13][C:12]([C:15]3[CH:16]=[C:17]([CH:21]=[CH:22][CH:23]=3)[C:18]([NH:36][S:33]([C:30]3[CH:29]=[CH:28][C:27]([F:26])=[CH:32][CH:31]=3)(=[O:35])=[O:34])=[O:19])=[CH:11][CH:10]=2)=[CH:24][CH:25]=1, predict the reactants needed to synthesize it. (4) The reactants are: Br[C:2]1[CH:3]=[CH:4][C:5]([C:8]([N:10]([CH3:32])[C:11]2[CH:16]=[CH:15][C:14]([CH2:17][N:18]3[CH2:23][CH2:22][N:21]([C:24]([O:26][C:27]([CH3:30])([CH3:29])[CH3:28])=[O:25])[C@@H:20]([CH3:31])[CH2:19]3)=[CH:13][CH:12]=2)=[O:9])=[N:6][CH:7]=1.[F:33][C:34]1[CH:40]=[CH:39][C:37]([NH2:38])=[CH:36][CH:35]=1. Given the product [F:33][C:34]1[CH:40]=[CH:39][C:37]([NH:38][C:2]2[CH:3]=[CH:4][C:5]([C:8]([N:10]([CH3:32])[C:11]3[CH:16]=[CH:15][C:14]([CH2:17][N:18]4[CH2:23][CH2:22][N:21]([C:24]([O:26][C:27]([CH3:30])([CH3:29])[CH3:28])=[O:25])[C@@H:20]([CH3:31])[CH2:19]4)=[CH:13][CH:12]=3)=[O:9])=[N:6][CH:7]=2)=[CH:36][CH:35]=1, predict the reactants needed to synthesize it. (5) Given the product [C:14]([C:11]1[CH:10]=[CH:9][C:8]([C:5]([F:6])([F:7])[C:4]([OH:16])=[O:3])=[CH:13][CH:12]=1)#[N:15], predict the reactants needed to synthesize it. The reactants are: C([O:3][C:4](=[O:16])[C:5]([C:8]1[CH:13]=[CH:12][C:11]([C:14]#[N:15])=[CH:10][CH:9]=1)([F:7])[F:6])C.C([O-])([O-])=O.[K+].[K+].Cl.